From a dataset of Full USPTO retrosynthesis dataset with 1.9M reactions from patents (1976-2016). Predict the reactants needed to synthesize the given product. (1) Given the product [Br:10][C:11]1[CH:18]=[CH:17][CH:16]=[CH:15][C:12]=1[CH:13]1[C:22]([C:21]([O:20][CH3:19])=[O:26])=[C:23]([CH3:24])[NH:25][C:3]([CH3:5])=[C:2]1[C:1]([O:7][CH2:8][CH3:9])=[O:6], predict the reactants needed to synthesize it. The reactants are: [C:1]([O:7][CH2:8][CH3:9])(=[O:6])[CH2:2][C:3]([CH3:5])=O.[Br:10][C:11]1[CH:18]=[CH:17][CH:16]=[CH:15][C:12]=1[CH:13]=O.[CH3:19][O:20][C:21](=[O:26])/[CH:22]=[C:23](\[NH2:25])/[CH3:24].CC(O)=O. (2) Given the product [OH:26][CH:17]([CH2:18][N:19]1[CH2:20][CH2:21][N:22]([CH3:25])[CH2:23][CH2:24]1)[CH2:16][NH:15][C:11]([C:10]1[C:9]2[CH2:8][CH2:7][CH2:6][C:5](=[O:14])[C:4]=2[NH:3][C:2]=1[CH3:1])=[O:13], predict the reactants needed to synthesize it. The reactants are: [CH3:1][C:2]1[NH:3][C:4]2[C:5](=[O:14])[CH2:6][CH2:7][CH2:8][C:9]=2[C:10]=1[C:11]([OH:13])=O.[NH2:15][CH2:16][CH:17]([OH:26])[CH2:18][N:19]1[CH2:24][CH2:23][N:22]([CH3:25])[CH2:21][CH2:20]1. (3) Given the product [CH2:1]([C:5]1[N:9]([CH2:10][C:11]2[CH:16]=[CH:15][C:14]([C:17]3[CH:22]=[CH:21][CH:20]=[CH:19][C:18]=3[C:23]3[NH:42][C:43](=[O:46])[O:44][N:24]=3)=[CH:13][CH:12]=2)[C:8](=[O:25])[N:7]([CH2:29][C:30]([C:32]2[CH:37]=[CH:36][C:35]([O:38][CH3:39])=[CH:34][CH:33]=2)=[O:31])[N:6]=1)[CH2:2][CH2:3][CH3:4], predict the reactants needed to synthesize it. The reactants are: [CH2:1]([C:5]1[N:9]([CH2:10][C:11]2[CH:16]=[CH:15][C:14]([C:17]3[C:18]([C:23]#[N:24])=[CH:19][CH:20]=[CH:21][CH:22]=3)=[CH:13][CH:12]=2)[C:8](=[O:25])[NH:7][N:6]=1)[CH2:2][CH2:3][CH3:4].[H-].[Na+].Br[CH2:29][C:30]([C:32]1[CH:37]=[CH:36][C:35]([O:38][CH3:39])=[CH:34][CH:33]=1)=[O:31].[Cl-].O[NH3+:42].[C:43](=[O:46])([O-])[OH:44].[Na+]. (4) Given the product [CH3:20][N:19]([CH3:21])[NH:18][C:16]([C:14]1[S:15][C:8]2[C:9](=[N:10][CH:11]=[CH:12][C:7]=2[O:6][C:5]2[CH:22]=[CH:23][C:2]([NH:1][C:36](=[O:37])[CH2:35][C:34]([NH:33][C:28]3[CH:29]=[CH:30][CH:31]=[CH:32][C:27]=3[O:26][CH3:25])=[O:39])=[CH:3][C:4]=2[F:24])[CH:13]=1)=[O:17], predict the reactants needed to synthesize it. The reactants are: [NH2:1][C:2]1[CH:23]=[CH:22][C:5]([O:6][C:7]2[CH:12]=[CH:11][N:10]=[C:9]3[CH:13]=[C:14]([C:16]([NH:18][N:19]([CH3:21])[CH3:20])=[O:17])[S:15][C:8]=23)=[C:4]([F:24])[CH:3]=1.[CH3:25][O:26][C:27]1[CH:32]=[CH:31][CH:30]=[CH:29][C:28]=1[NH:33][C:34](=[O:39])[CH2:35][C:36](O)=[O:37].C(Cl)CCl. (5) Given the product [ClH:52].[ClH:52].[F:38][C:2]([F:1])([F:37])[C:3]1[CH:4]=[C:5]([CH:30]=[C:31]([C:33]([F:34])([F:35])[F:36])[CH:32]=1)[C:6]([N:8]1[CH2:13][CH2:12][N:11]([CH2:14][CH2:15][NH:44][CH2:43][CH2:42][O:41][CH2:39][CH3:40])[CH2:10][C@H:9]1[CH2:21][C:22]1[CH:27]=[CH:26][C:25]([CH3:28])=[C:24]([CH3:29])[CH:23]=1)=[O:7], predict the reactants needed to synthesize it. The reactants are: [F:1][C:2]([F:38])([F:37])[C:3]1[CH:4]=[C:5]([CH:30]=[C:31]([C:33]([F:36])([F:35])[F:34])[CH:32]=1)[C:6]([N:8]1[CH2:13][CH2:12][N:11]([CH2:14][CH2:15]OS(C)(=O)=O)[CH2:10][C@H:9]1[CH2:21][C:22]1[CH:27]=[CH:26][C:25]([CH3:28])=[C:24]([CH3:29])[CH:23]=1)=[O:7].[CH2:39]([O:41][CH2:42][CH2:43][NH2:44])[CH3:40].C(N(CC)CC)C.[ClH:52]. (6) Given the product [Br:1][C:2]1[C:3]([N:24]([CH2:25][CH2:26][OH:27])[CH3:23])=[N:4][CH:5]=[C:6]([CH:21]=1)[C:7]([NH:9][C:10]1[CH:15]=[CH:14][C:13]([O:16][C:17]([Cl:20])([F:19])[F:18])=[CH:12][CH:11]=1)=[O:8], predict the reactants needed to synthesize it. The reactants are: [Br:1][C:2]1[C:3](Cl)=[N:4][CH:5]=[C:6]([CH:21]=1)[C:7]([NH:9][C:10]1[CH:15]=[CH:14][C:13]([O:16][C:17]([Cl:20])([F:19])[F:18])=[CH:12][CH:11]=1)=[O:8].[CH3:23][NH:24][CH2:25][CH2:26][OH:27].